This data is from Reaction yield outcomes from USPTO patents with 853,638 reactions. The task is: Predict the reaction yield, written as a fraction of the theoretical maximum amount of product (1.0 means a 100% yield; for example, 0.34 means a 34% yield). (1) The reactants are [F:1][C:2]1[C:7]([F:8])=[C:6]([C:9]([F:12])([F:11])[F:10])[CH:5]=[CH:4][C:3]=1B1OC(C)(C)C(C)(C)O1.[NH2:22][C:23]1[C:28]([F:29])=[C:27](Cl)[N:26]=[C:25]([C:31]([O:33][CH3:34])=[O:32])[C:24]=1[CH:35]=[CH2:36].C(=O)([O-])[O-].[Na+].[Na+].C(#N)C. The catalyst is [Cl-].[Na+].O.Cl[Pd](Cl)([P](C1C=CC=CC=1)(C1C=CC=CC=1)C1C=CC=CC=1)[P](C1C=CC=CC=1)(C1C=CC=CC=1)C1C=CC=CC=1.O. The product is [NH2:22][C:23]1[C:28]([F:29])=[C:27]([C:3]2[CH:4]=[CH:5][C:6]([C:9]([F:10])([F:11])[F:12])=[C:7]([F:8])[C:2]=2[F:1])[N:26]=[C:25]([C:31]([O:33][CH3:34])=[O:32])[C:24]=1[CH:35]=[CH2:36]. The yield is 0.250. (2) The reactants are [C:1]([O:5][C:6]([N:8]([CH3:18])[CH2:9][C:10]([N:12]([CH2:14][C:15]([OH:17])=O)[CH3:13])=[O:11])=[O:7])([CH3:4])([CH3:3])[CH3:2].CN(C(F)=[N+](C)C)C.F[P-](F)(F)(F)(F)F.CCN(C(C)C)C(C)C.[N+:43]([C:46]1[CH:54]=[C:53]2[C:49]([CH:50]=[CH:51][NH:52]2)=[CH:48][CH:47]=1)([O-:45])=[O:44]. The catalyst is C1COCC1. The product is [C:1]([O:5][C:6](=[O:7])[N:8]([CH3:18])[CH2:9][C:10](=[O:11])[N:12]([CH3:13])[CH2:14][C:15]([N:52]1[C:53]2[C:49](=[CH:48][CH:47]=[C:46]([N+:43]([O-:45])=[O:44])[CH:54]=2)[CH:50]=[CH:51]1)=[O:17])([CH3:2])([CH3:3])[CH3:4]. The yield is 0.300. (3) The yield is 0.920. The reactants are [CH:1]([C@@H:14]1[O:19][CH2:18][C@@H:17](OS(C)(=O)=O)[CH2:16][CH2:15]1)([C:8]1[CH:13]=[CH:12][CH:11]=[CH:10][CH:9]=1)[C:2]1[CH:7]=[CH:6][CH:5]=[CH:4][CH:3]=1.[N-:25]=[N+:26]=[N-:27].[Na+]. The product is [N:25]([C@H:17]1[CH2:16][CH2:15][C@@H:14]([CH:1]([C:8]2[CH:13]=[CH:12][CH:11]=[CH:10][CH:9]=2)[C:2]2[CH:7]=[CH:6][CH:5]=[CH:4][CH:3]=2)[O:19][CH2:18]1)=[N+:26]=[N-:27]. The catalyst is CN(C=O)C. (4) The reactants are Cl.[CH3:2][O:3][C:4]1[CH:9]=[C:8]([CH3:10])[NH:7][C:6](=[O:11])[C:5]=1[CH2:12][NH:13][C:14]([C:16]1[C:24]2[C:19](=[CH:20][CH:21]=[CH:22][CH:23]=2)[N:18]([CH:25]([CH:27]2[CH2:32][CH2:31][NH:30][CH2:29][CH2:28]2)[CH3:26])[C:17]=1[CH3:33])=[O:15].CN(C=O)C.C1COCC1.C(N(C(C)C)C(C)C)C.[C:53](Cl)(=[O:58])[O:54][CH:55]([CH3:57])[CH3:56].[Li+].[OH-]. No catalyst specified. The product is [CH3:2][O:3][C:4]1[CH:9]=[C:8]([CH3:10])[NH:7][C:6](=[O:11])[C:5]=1[CH2:12][NH:13][C:14]([C:16]1[C:24]2[C:19](=[CH:20][CH:21]=[CH:22][CH:23]=2)[N:18]([CH:25]([CH:27]2[CH2:28][CH2:29][N:30]([C:53]([O:54][CH:55]([CH3:57])[CH3:56])=[O:58])[CH2:31][CH2:32]2)[CH3:26])[C:17]=1[CH3:33])=[O:15]. The yield is 0.552. (5) The reactants are [N+:1]([C:4]1[CH:5]=[CH:6][CH:7]=[C:8]2[C:13]=1[N:12]=[CH:11][CH:10]=[CH:9]2)([O-:3])=[O:2].[I:14]N1C(=O)CCC1=O. The catalyst is C(O)(=O)C. The product is [I:14][C:10]1[CH:11]=[N:12][C:13]2[C:8]([CH:9]=1)=[CH:7][CH:6]=[CH:5][C:4]=2[N+:1]([O-:3])=[O:2]. The yield is 0.970. (6) The reactants are [N:1]([C@@H:4]([C@H:19]([C:22]1[CH:27]=[CH:26][CH:25]=[CH:24][CH:23]=1)[CH2:20][CH3:21])[C:5]([N:7]1[C@@H:11]([C:12]2[CH:17]=[CH:16][CH:15]=[CH:14][CH:13]=2)[CH2:10][O:9][C:8]1=[O:18])=[O:6])=[N+]=[N-].[C:28](O[C:28]([O:30][C:31]([CH3:34])([CH3:33])[CH3:32])=[O:29])([O:30][C:31]([CH3:34])([CH3:33])[CH3:32])=[O:29].C(OCC)(=O)C. The catalyst is [Pd]. The product is [C:31]([O:30][C:28](=[O:29])[NH:1][C@H:4]([C:5]([N:7]1[C@@H:11]([C:12]2[CH:17]=[CH:16][CH:15]=[CH:14][CH:13]=2)[CH2:10][O:9][C:8]1=[O:18])=[O:6])[C@H:19]([C:22]1[CH:27]=[CH:26][CH:25]=[CH:24][CH:23]=1)[CH2:20][CH3:21])([CH3:34])([CH3:33])[CH3:32]. The yield is 0.900. (7) The reactants are [N+:1]([C:4]1[CH:5]=[N:6][C:7]([NH2:10])=[N:8][CH:9]=1)([O-:3])=[O:2].Br[C:12]1[CH:13]=[N:14][CH:15]=[CH:16][CH:17]=1.C(=O)([O-])[O-].[Cs+].[Cs+].C1(P(C2C=CC=CC=2)C2C3OC4C(=CC=CC=4P(C4C=CC=CC=4)C4C=CC=CC=4)C(C)(C)C=3C=CC=2)C=CC=CC=1. The catalyst is [Pd].[Pd].C(=CC(C=CC1C=CC=CC=1)=O)C1C=CC=CC=1.C(=CC(C=CC1C=CC=CC=1)=O)C1C=CC=CC=1.C(=CC(C=CC1C=CC=CC=1)=O)C1C=CC=CC=1.C(Cl)Cl.CO. The product is [N+:1]([C:4]1[CH:5]=[N:6][C:7]([NH:10][C:12]2[CH:13]=[N:14][CH:15]=[CH:16][CH:17]=2)=[N:8][CH:9]=1)([O-:3])=[O:2]. The yield is 0.370.